This data is from Full USPTO retrosynthesis dataset with 1.9M reactions from patents (1976-2016). The task is: Predict the reactants needed to synthesize the given product. Given the product [NH2:8][C@@:9]1([C:22]([O:24][CH2:25][CH:26]=[CH2:27])=[O:23])[C@@H:14]([F:15])[CH2:13][C@@H:12]2[C@H:10]1[C@H:11]2[C:16]([O:18][CH2:19][CH:20]=[CH2:21])=[O:17], predict the reactants needed to synthesize it. The reactants are: C(OC([NH:8][C@@:9]1([C:22]([O:24][CH2:25][CH:26]=[CH2:27])=[O:23])[C@@H:14]([F:15])[CH2:13][C@@H:12]2[C@H:10]1[C@H:11]2[C:16]([O:18][CH2:19][CH:20]=[CH2:21])=[O:17])=O)(C)(C)C.C(OCC)(=O)C.Cl.